Predict the reactants needed to synthesize the given product. From a dataset of Full USPTO retrosynthesis dataset with 1.9M reactions from patents (1976-2016). (1) Given the product [Cl:1][C:2]1[CH:3]=[CH:4][C:5]2[N:11]3[CH:12]=[CH:13][CH:14]=[C:10]3[C@@H:9]([CH2:15][CH2:16][C:17]([N:19]3[CH2:24][CH:23]4[C:21]([C:25]([OH:27])=[O:26])([CH2:22]4)[CH2:20]3)=[O:18])[O:8][C@H:7]([C:30]3[CH:35]=[CH:34][CH:33]=[C:32]([O:36][CH3:37])[C:31]=3[O:38][CH3:39])[C:6]=2[CH:40]=1, predict the reactants needed to synthesize it. The reactants are: [Cl:1][C:2]1[CH:3]=[CH:4][C:5]2[N:11]3[CH:12]=[CH:13][CH:14]=[C:10]3[C@@H:9]([CH2:15][CH2:16][C:17]([N:19]3[CH2:24][CH:23]4[C:21]([C:25]([O:27]CC)=[O:26])([CH2:22]4)[CH2:20]3)=[O:18])[O:8][C@H:7]([C:30]3[CH:35]=[CH:34][CH:33]=[C:32]([O:36][CH3:37])[C:31]=3[O:38][CH3:39])[C:6]=2[CH:40]=1. (2) Given the product [I:42][CH2:16][CH2:15][C:12]1[CH:13]=[CH:14][C:8]2[O:7][C:6]([CH2:1][CH2:2][CH2:3][CH2:4][CH3:5])=[N:10][C:9]=2[CH:11]=1, predict the reactants needed to synthesize it. The reactants are: [CH2:1]([C:6]1[O:7][C:8]2[CH:14]=[CH:13][C:12]([CH2:15][CH2:16]O)=[CH:11][C:9]=2[N:10]=1)[CH2:2][CH2:3][CH2:4][CH3:5].C1(P(C2C=CC=CC=2)C2C=CC=CC=2)C=CC=CC=1.N1C=CN=C1.[I-:42].Cl.[NH4+]. (3) The reactants are: BrC[C:3]1[CH:8]=[CH:7][CH:6]=[CH:5][C:4]=1[CH:9]([CH2:11][CH2:12][CH2:13][CH2:14][CH2:15][CH2:16][CH2:17][CH2:18][CH2:19][CH2:20][CH2:21][CH3:22])[CH3:10].[C:23]([O-:26])(=[O:25])[CH3:24].[Na+].[C:28](O)(=O)C. Given the product [C:23]([O:26][CH2:28][C:7]1[CH:8]=[CH:3][C:4]([CH:9]([CH2:11][CH2:12][CH2:13][CH2:14][CH2:15][CH2:16][CH2:17][CH2:18][CH2:19][CH2:20][CH2:21][CH3:22])[CH3:10])=[CH:5][CH:6]=1)(=[O:25])[CH3:24], predict the reactants needed to synthesize it. (4) Given the product [CH:1]([CH2:16][C:17]([OH:19])=[S:24])([C:8]1[CH:13]=[CH:12][CH:11]=[CH:10][CH:9]=1)[C:2]1[CH:7]=[CH:6][CH:5]=[CH:4][CH:3]=1, predict the reactants needed to synthesize it. The reactants are: [CH:1](O)([C:8]1[CH:13]=[CH:12][CH:11]=[CH:10][CH:9]=1)[C:2]1[CH:7]=[CH:6][CH:5]=[CH:4][CH:3]=1.F[C:16](F)(F)[C:17]([OH:19])=O.C(O)(=O)C[SH:24]. (5) Given the product [Cl:1][C:2]1[CH:3]=[C:4]([S:9]([NH:12][C:13]2[CH:14]=[C:15]3[C:19](=[CH:20][CH:21]=2)[NH:18][C:17]([C:22]([OH:24])=[O:23])=[CH:16]3)(=[O:10])=[O:11])[CH:5]=[C:6]([Cl:8])[CH:7]=1, predict the reactants needed to synthesize it. The reactants are: [Cl:1][C:2]1[CH:3]=[C:4]([S:9]([NH:12][C:13]2[CH:14]=[C:15]3[C:19](=[CH:20][CH:21]=2)[NH:18][C:17]([C:22]([O:24]CC)=[O:23])=[CH:16]3)(=[O:11])=[O:10])[CH:5]=[C:6]([Cl:8])[CH:7]=1.[OH-].[Na+].